From a dataset of Full USPTO retrosynthesis dataset with 1.9M reactions from patents (1976-2016). Predict the reactants needed to synthesize the given product. (1) Given the product [Cl:1][C:2]1[CH:10]=[C:9]2[C:5]([C:6]([CH:19]=[O:20])=[CH:7][NH:8]2)=[CH:4][CH:3]=1, predict the reactants needed to synthesize it. The reactants are: [Cl:1][C:2]1[CH:10]=[C:9]2[C:5]([CH:6]=[CH:7][NH:8]2)=[CH:4][CH:3]=1.O=P(Cl)(Cl)Cl.CN([CH:19]=[O:20])C. (2) Given the product [C:60]([OH:67])(=[O:66])/[CH:61]=[CH:62]/[C:63]([OH:65])=[O:64].[Cl:18][C:15]1[CH:16]=[C:17]([N:5]2[CH2:4][CH:3]3[N:2]([CH3:1])[CH:7]([CH2:8][CH2:9][CH2:10]3)[CH2:6]2)[CH:12]=[CH:13][C:14]=1[Cl:19], predict the reactants needed to synthesize it. The reactants are: [CH3:1][N:2]1[CH:7]2[CH2:8][CH2:9][CH2:10][CH:3]1[CH2:4][NH:5][CH2:6]2.Br[C:12]1[CH:17]=[CH:16][C:15]([Cl:18])=[C:14]([Cl:19])[CH:13]=1.CC(C)([O-])C.[K+].C1(P(C2CCCCC2)C2C=CC=CC=2C2C(C(C)C)=CC(C(C)C)=CC=2C(C)C)CCCCC1.[C:60]([OH:67])(=[O:66])/[CH:61]=[CH:62]/[C:63]([OH:65])=[O:64]. (3) Given the product [Br:1][C:2]1[S:3][C:4]([C:4]2[S:3][C:2]([Br:1])=[C:6]([CH2:7][CH:8]([CH2:19][CH2:20][CH2:21][CH2:22][CH2:23][CH2:24][CH2:25][CH3:26])[CH2:9][CH2:10][CH2:11][CH2:12][CH2:13][CH2:14][CH2:15][CH2:16][CH2:17][CH3:18])[CH:5]=2)=[CH:5][C:6]=1[CH2:7][CH:8]([CH2:19][CH2:20][CH2:21][CH2:22][CH2:23][CH2:24][CH2:25][CH3:26])[CH2:9][CH2:10][CH2:11][CH2:12][CH2:13][CH2:14][CH2:15][CH2:16][CH2:17][CH3:18], predict the reactants needed to synthesize it. The reactants are: [Br:1][C:2]1[S:3][CH:4]=[CH:5][C:6]=1[CH2:7][CH:8]([CH2:19][CH2:20][CH2:21][CH2:22][CH2:23][CH2:24][CH2:25][CH3:26])[CH2:9][CH2:10][CH2:11][CH2:12][CH2:13][CH2:14][CH2:15][CH2:16][CH2:17][CH3:18].[F-].[K+]. (4) The reactants are: [CH:1]1([C:4]([NH:12][C:13]([C:15]2[CH:20]=[C:19]([O:21][CH2:22][C:23]([F:26])([F:25])[F:24])[C:18](Br)=[CH:17][N:16]=2)=[O:14])([C:6]2[N:10]=[C:9]([CH3:11])[O:8][N:7]=2)[CH3:5])[CH2:3][CH2:2]1.Cl.[F:29][C:30]1([F:35])[CH2:34][CH2:33][NH:32][CH2:31]1. Given the product [CH:1]1([C:4]([NH:12][C:13]([C:15]2[CH:20]=[C:19]([O:21][CH2:22][C:23]([F:26])([F:25])[F:24])[C:18]([N:32]3[CH2:33][CH2:34][C:30]([F:35])([F:29])[CH2:31]3)=[CH:17][N:16]=2)=[O:14])([C:6]2[N:10]=[C:9]([CH3:11])[O:8][N:7]=2)[CH3:5])[CH2:3][CH2:2]1, predict the reactants needed to synthesize it. (5) Given the product [Cl:27][C:16]([C@@H:12]1[CH2:13][CH2:14][CH2:15][N:11]1[C:9]([O:8][CH2:1][C:2]1[CH:7]=[CH:6][CH:5]=[CH:4][CH:3]=1)=[O:10])=[O:18], predict the reactants needed to synthesize it. The reactants are: [CH2:1]([O:8][C:9]([N:11]1[CH2:15][CH2:14][CH2:13][C@H:12]1[C:16]([OH:18])=O)=[O:10])[C:2]1[CH:7]=[CH:6][CH:5]=[CH:4][CH:3]=1.CN(C=O)C.C(Cl)(=O)C([Cl:27])=O.